The task is: Predict the reactants needed to synthesize the given product.. This data is from Full USPTO retrosynthesis dataset with 1.9M reactions from patents (1976-2016). (1) Given the product [Cl:22][C:23]1[CH:28]=[CH:27][CH:26]=[CH:25][C:24]=1[N:29]1[CH2:34][CH2:33][N:32]([CH2:11][CH2:12][CH2:13][CH2:14][O:9][C:6]2[CH:7]=[CH:8][C:3]([CH2:1][N:2]([CH3:35])[C:16]([NH:60][C:63]3[CH:64]=[CH:53][CH:52]=[CH:66][CH:65]=3)=[O:19])=[CH:4][CH:5]=2)[CH2:31][CH2:30]1, predict the reactants needed to synthesize it. The reactants are: [C:1]([C:3]1[CH:8]=[CH:7][C:6]([OH:9])=[CH:5][CH:4]=1)#[N:2].Br[CH2:11][CH2:12][CH2:13][CH2:14]Cl.[C:16](=[O:19])([O-])[O-].[K+].[K+].[Cl:22][C:23]1[CH:28]=[CH:27][CH:26]=[CH:25][C:24]=1[N:29]1[CH2:34][CH2:33][NH:32][CH2:31][CH2:30]1.[C:35](=O)([O-])[O-].[Na+].[Na+].[I-].[K+].[H-].[H-].[H-].[H-].[Li+].[Al+3].[OH-].[Na+].O.[CH2:52](OC(Cl)=O)[CH3:53].C([N:60]([CH2:63][CH3:64])CC)C.[CH3:65][C:66](C)=O. (2) Given the product [CH:15]([C:2]1[N:7]=[CH:6][C:5]([C:8]#[N:9])=[C:4]([O:10][CH3:11])[CH:3]=1)=[CH2:16], predict the reactants needed to synthesize it. The reactants are: Cl[C:2]1[N:7]=[CH:6][C:5]([C:8]#[N:9])=[C:4]([O:10][CH3:11])[CH:3]=1.ClCCl.[CH2:15](N(CC)CC)[CH3:16].